From a dataset of Forward reaction prediction with 1.9M reactions from USPTO patents (1976-2016). Predict the product of the given reaction. (1) Given the reactants [Si]([O:8][CH2:9][C:10]1[S:14][C:13]([C:15]([O:17][CH3:18])=[O:16])=[C:12]([C:19]2[CH:24]=[CH:23][CH:22]=[CH:21][CH:20]=2)[CH:11]=1)(C(C)(C)C)(C)C.Cl, predict the reaction product. The product is: [OH:8][CH2:9][C:10]1[S:14][C:13]([C:15]([O:17][CH3:18])=[O:16])=[C:12]([C:19]2[CH:24]=[CH:23][CH:22]=[CH:21][CH:20]=2)[CH:11]=1. (2) Given the reactants [Cl:1][C:2]1[CH:3]=[C:4]([C:8]2[C:17]3[C:12](=[CH:13][CH:14]=[C:15]([CH:18]([C:20]4[CH:24]=[CH:23][O:22][CH:21]=4)[OH:19])[CH:16]=3)[N:11]=[C:10]([O:25][CH3:26])[CH:9]=2)[CH:5]=[CH:6][CH:7]=1, predict the reaction product. The product is: [Cl:1][C:2]1[CH:3]=[C:4]([C:8]2[C:17]3[C:12](=[CH:13][CH:14]=[C:15]([C:18]([C:20]4[CH:24]=[CH:23][O:22][CH:21]=4)=[O:19])[CH:16]=3)[N:11]=[C:10]([O:25][CH3:26])[CH:9]=2)[CH:5]=[CH:6][CH:7]=1. (3) The product is: [CH:41]1([N:25]([CH2:26][C:27]2[C:35]3[C:30](=[CH:31][CH:32]=[CH:33][CH:34]=3)[N:29]([CH2:36][CH2:37][CH2:38][O:39][CH3:40])[CH:28]=2)[C:24]([C@@H:22]2[CH2:21][C@H:20]([NH:45][C:55]([NH:54][C:50]([CH3:53])([CH3:52])[CH3:51])=[O:56])[CH2:19][NH:18][CH2:23]2)=[O:44])[CH2:42][CH2:43]1. Given the reactants C1C2C(COC([N:18]3[CH2:23][C@H:22]([C:24](=[O:44])[N:25]([CH:41]4[CH2:43][CH2:42]4)[CH2:26][C:27]4[C:35]5[C:30](=[CH:31][CH:32]=[CH:33][CH:34]=5)[N:29]([CH2:36][CH2:37][CH2:38][O:39][CH3:40])[CH:28]=4)[CH2:21][C@H:20]([NH2:45])[CH2:19]3)=O)C3C(=CC=CC=3)C=2C=CC=1.ClC(Cl)C.[C:50]([N:54]=[C:55]=[O:56])([CH3:53])([CH3:52])[CH3:51], predict the reaction product. (4) Given the reactants [OH:1][C@H:2]1[CH2:7][CH2:6][CH2:5][N:4]([C:8]([O:10][C:11]([CH3:14])([CH3:13])[CH3:12])=[O:9])[CH2:3]1.[CH3:15][S:16](Cl)(=[O:18])=[O:17], predict the reaction product. The product is: [CH3:15][S:16]([O:1][C@H:2]1[CH2:7][CH2:6][CH2:5][N:4]([C:8]([O:10][C:11]([CH3:14])([CH3:13])[CH3:12])=[O:9])[CH2:3]1)(=[O:18])=[O:17]. (5) Given the reactants [Br:1][C:2]1[CH:3]=[C:4]2[C:9](=[CH:10][CH:11]=1)[CH:8]=[C:7]([C:12]([NH2:14])=O)[CH:6]=[CH:5]2.N1C=CC=CC=1.C(OC(C(F)(F)F)=O)(C(F)(F)F)=O, predict the reaction product. The product is: [Br:1][C:2]1[CH:3]=[C:4]2[C:9](=[CH:10][CH:11]=1)[CH:8]=[C:7]([C:12]#[N:14])[CH:6]=[CH:5]2. (6) The product is: [Br:27][C:19]1[S:18][C:17]([NH:20][C:21](=[O:23])[CH3:22])=[N:16][C:15]=1[C:11]1[C:10]([CH3:24])=[CH:9][C:8]([O:7][C:6]2[CH:5]=[CH:4][C:3]([O:2][CH3:1])=[CH:26][CH:25]=2)=[CH:13][C:12]=1[CH3:14]. Given the reactants [CH3:1][O:2][C:3]1[CH:26]=[CH:25][C:6]([O:7][C:8]2[CH:13]=[C:12]([CH3:14])[C:11]([C:15]3[N:16]=[C:17]([NH:20][C:21](=[O:23])[CH3:22])[S:18][CH:19]=3)=[C:10]([CH3:24])[CH:9]=2)=[CH:5][CH:4]=1.[Br:27]Br.O, predict the reaction product.